From a dataset of Full USPTO retrosynthesis dataset with 1.9M reactions from patents (1976-2016). Predict the reactants needed to synthesize the given product. (1) Given the product [Cl:1][C:2]1[CH:3]=[CH:4][C:5]([C:8]2[C:14]3[C:15]([CH3:19])=[C:16]([CH3:18])[S:17][C:13]=3[N:12]3[C:20]([CH3:23])=[N:21][N:22]=[C:11]3[C@@:10]3([CH2:25][C@H:24]3[CH3:26])[N:9]=2)=[CH:6][CH:7]=1, predict the reactants needed to synthesize it. The reactants are: [Cl:1][C:2]1[CH:7]=[CH:6][C:5]([C:8]2[C:14]3[C:15]([CH3:19])=[C:16]([CH3:18])[S:17][C:13]=3[N:12]3[C:20]([CH3:23])=[N:21][N:22]=[C:11]3[C:10]3([CH2:25][CH:24]3[CH3:26])[N:9]=2)=[CH:4][CH:3]=1.C(O)[C@H](O)C. (2) The reactants are: [F:1][CH:2]([F:9])[C:3]1[S:7][C:6]([NH2:8])=[N:5][N:4]=1.Br[CH2:11][C:12](=O)[CH2:13][CH2:14][N:15]1C(=O)C2C(=CC=CC=2)C1=O.O.NN. Given the product [F:1][CH:2]([F:9])[C:3]1[S:7][C:6]2=[N:8][C:12]([CH2:13][CH2:14][NH2:15])=[CH:11][N:5]2[N:4]=1, predict the reactants needed to synthesize it.